The task is: Predict the reactants needed to synthesize the given product.. This data is from Full USPTO retrosynthesis dataset with 1.9M reactions from patents (1976-2016). (1) Given the product [C:26]1([C:23]2[CH:24]=[CH:25][C:20]([C:19]([N:10]3[C:11]4[CH:18]=[CH:17][CH:16]=[CH:15][C:12]=4[CH2:13][N:14]4[C:5]([C:3]([N:2]([CH2:34][C@@H:35]([C@@H:36]5[C@@H:37]([C@H:38]([OH:41])[CH2:39][OH:40])[O:42][C:54](=[O:56])[O:43]5)[OH:44])[CH3:1])=[O:4])=[CH:6][CH:7]=[C:8]4[CH2:9]3)=[O:33])=[CH:21][C:22]=2[CH3:32])[CH2:31][CH2:30][CH2:29][CH2:28][CH:27]=1, predict the reactants needed to synthesize it. The reactants are: [CH3:1][N:2]([CH2:34][C@H:35]([OH:44])[C@@H:36]([OH:43])[C@H:37]([OH:42])[C@H:38]([OH:41])[CH2:39][OH:40])[C:3]([C:5]1[N:14]2[C:8]([CH2:9][N:10]([C:19](=[O:33])[C:20]3[CH:25]=[CH:24][C:23]([C:26]4[CH2:31][CH2:30][CH2:29][CH2:28][CH:27]=4)=[C:22]([CH3:32])[CH:21]=3)[C:11]3[CH:18]=[CH:17][CH:16]=[CH:15][C:12]=3[CH2:13]2)=[CH:7][CH:6]=1)=[O:4].C(N(CC)C(C)C)(C)C.[C:54](OCC)(=[O:56])C. (2) Given the product [CH3:52][N:51]1[C:47]([C:44]2[CH:45]=[N:46][C:24]3[C:23]4[CH:22]=[CH:21][C:20]([C:6](=[O:8])[CH3:7])=[C:28]([F:29])[C:27]=4[N:26]([C@H:30]([C:37]4[CH:38]=[CH:39][CH:40]=[CH:41][CH:42]=4)[CH:31]4[CH2:36][CH2:35][O:34][CH2:33][CH2:32]4)[C:25]=3[CH:43]=2)=[C:48]([CH3:53])[N:49]=[N:50]1, predict the reactants needed to synthesize it. The reactants are: C([Sn](CCCC)(CCCC)[C:6]([O:8]CC)=[CH2:7])CCC.Cl[C:20]1[CH:21]=[CH:22][C:23]2[C:24]3[N:46]=[CH:45][C:44]([C:47]4[N:51]([CH3:52])[N:50]=[N:49][C:48]=4[CH3:53])=[CH:43][C:25]=3[N:26]([C@H:30]([C:37]3[CH:42]=[CH:41][CH:40]=[CH:39][CH:38]=3)[CH:31]3[CH2:36][CH2:35][O:34][CH2:33][CH2:32]3)[C:27]=2[C:28]=1[F:29].C(=O)([O-])[O-].[Cs+].[Cs+].C1(P(C2CCCCC2)C2CCCCC2)CCCCC1.Cl. (3) Given the product [NH2:1][C:2]1[S:3][CH:4]=[C:5]([CH2:7][N:8]([CH3:39])[C:9]2[N:14]=[C:13]([Cl:15])[N:12]=[C:11]([NH:16][NH:17][C:18](=[O:37])[C@H:19]([CH2:31][CH:32]3[CH2:33][CH2:34][CH2:35][CH2:36]3)[CH2:20][N:21]([OH:24])[CH:22]=[O:23])[C:10]=2[F:38])[N:6]=1, predict the reactants needed to synthesize it. The reactants are: [NH2:1][C:2]1[S:3][CH:4]=[C:5]([CH2:7][N:8]([CH3:39])[C:9]2[N:14]=[C:13]([Cl:15])[N:12]=[C:11]([NH:16][NH:17][C:18](=[O:37])[C@H:19]([CH2:31][CH:32]3[CH2:36][CH2:35][CH2:34][CH2:33]3)[CH2:20][N:21]([O:24]C3CCCCO3)[CH:22]=[O:23])[C:10]=2[F:38])[N:6]=1.CC(O)=O. (4) The reactants are: [CH2:1]([C:5]1[NH:9][C:8](=[O:10])[C:7]2([CH2:14][CH2:13][CH2:12][CH2:11]2)[N:6]=1)[CH2:2][CH2:3][CH3:4].CN(C)C=O.[OH-].[Na+].Br[CH2:23][C:24]1[CH:29]=[CH:28][C:27]([C:30]2[CH:35]=[CH:34][CH:33]=[CH:32][C:31]=2[C:36]#[N:37])=[CH:26][CH:25]=1. Given the product [CH2:1]([C:5]1[N:9]([CH2:23][C:24]2[CH:25]=[CH:26][C:27]([C:30]3[CH:35]=[CH:34][CH:33]=[CH:32][C:31]=3[C:36]#[N:37])=[CH:28][CH:29]=2)[C:8](=[O:10])[C:7]2([CH2:14][CH2:13][CH2:12][CH2:11]2)[N:6]=1)[CH2:2][CH2:3][CH3:4], predict the reactants needed to synthesize it. (5) Given the product [OH:18][CH2:17][CH2:16][O:15][CH2:14][CH2:13][O:12][CH2:11][CH2:10][O:9][CH2:8][CH2:7][O:6][CH2:5][CH2:4][O:3][CH2:2][CH2:1][O:19][S:20]([C:23]1[CH:29]=[CH:28][CH:26]=[CH:25][CH:24]=1)(=[O:22])=[O:21], predict the reactants needed to synthesize it. The reactants are: [CH2:1]([OH:19])[CH2:2][O:3][CH2:4][CH2:5][O:6][CH2:7][CH2:8][O:9][CH2:10][CH2:11][O:12][CH2:13][CH2:14][O:15][CH2:16][CH2:17][OH:18].[S:20](Cl)([C:23]1[CH:29]=[CH:28][C:26](C)=[CH:25][CH:24]=1)(=[O:22])=[O:21].[I-].[K+]. (6) Given the product [I-:1].[CH3:23][N+:5]1([CH3:2])[CH2:6][CH2:7][N:8]([C:11](=[O:22])[NH:12][C:13]2[CH:18]=[C:17]([Cl:19])[CH:16]=[CH:15][C:14]=2[O:20][CH3:21])[CH2:9][CH2:10]1, predict the reactants needed to synthesize it. The reactants are: [I-:1].[CH2:2]([N+:5]1([CH3:23])[CH2:10][CH2:9][N:8]([C:11](=[O:22])[NH:12][C:13]2[CH:18]=[C:17]([Cl:19])[CH:16]=[CH:15][C:14]=2[O:20][CH3:21])[CH2:7][CH2:6]1)C=C.[I-].OCC[N+]1(C)CCN(C(=O)NC2C=C(Cl)C=CC=2OC)CC1.[I-].C([N+]1(C)CCCN(C(=O)NC2C=C(Cl)C=CC=2OC)CC1)C=C.[I-].C[N+]1(C)CCN(C(=O)NC2C=CC=C(Br)C=2)CC1.[I-].C([N+]1(C)CCN(C(=O)NC2C=CC=C(Br)C=2)CC1)C=C.[I-].OCC[N+]1(C)CCN(C(=O)NC2C=CC=C(Br)C=2)CC1.[I-].C([N+]1(C)CCCN(C(=O)NC2C=CC=C(Br)C=2)CC1)C=C. (7) Given the product [Cl:22][CH2:21][CH2:20][CH2:19][N:6]1[CH:7]=[C:2]([F:1])[C:3](=[O:13])[NH:4][C:5]1=[O:8], predict the reactants needed to synthesize it. The reactants are: [F:1][C:2]1[C:3]([O:13][Si](C)(C)C)=[N:4][C:5]([O:8][Si](C)(C)C)=[N:6][CH:7]=1.Br[CH2:19][CH2:20][CH2:21][Cl:22].O.[OH-].[Na+]. (8) Given the product [F:18][C:2]([F:19])=[CH:3][O:4][C:5]([F:16])([F:17])[C:6]([F:14])([F:15])[C:7]([F:12])([F:13])[C:8]([F:11])([F:10])[F:9], predict the reactants needed to synthesize it. The reactants are: Cl[C:2]([F:19])([F:18])[CH2:3][O:4][C:5]([F:17])([F:16])[C:6]([F:15])([F:14])[C:7]([F:13])([F:12])[C:8]([F:11])([F:10])[F:9].[OH-].[K+]. (9) Given the product [CH3:29][N:30]1[CH2:31][CH2:32][N:33]([CH2:36][C@@H:37]2[CH2:41][CH2:40][CH2:39][N:38]2[S:42]([C:45]2[CH:46]=[CH:47][C:51]([CH3:2])=[CH:52][CH:53]=2)(=[O:43])=[O:44])[CH2:34][CH2:35]1, predict the reactants needed to synthesize it. The reactants are: O=[C:2]1C(=O)C2C(=CC=C(S(Cl)(=O)=O)C=2)N1.CN1CCN(C[C@@H]2CCCN2)CC1.[CH3:29][N:30]1[CH2:35][CH2:34][N:33]([CH2:36][C@@H:37]2[CH2:41][CH2:40][CH2:39][N:38]2[S:42]([C:45]2[CH:53]=[CH:52][C:51]3N4CC5(CCCC5)CN=C4C(=O)[C:47]=3[CH:46]=2)(=[O:44])=[O:43])[CH2:32][CH2:31]1.